This data is from Full USPTO retrosynthesis dataset with 1.9M reactions from patents (1976-2016). The task is: Predict the reactants needed to synthesize the given product. Given the product [CH3:1][O:2][C:3]1[CH:4]=[C:5]([C:9]2([C:17]3[CH:22]=[CH:21][CH:20]=[CH:19][CH:18]=3)[CH2:13][CH:12]([CH3:14])[N:11]([CH3:15])[C:10]2=[O:25])[CH:6]=[CH:7][CH:8]=1, predict the reactants needed to synthesize it. The reactants are: [CH3:1][O:2][C:3]1[CH:4]=[C:5]([C:9]2([C:17]3[CH:22]=[CH:21][CH:20]=[CH:19][CH:18]=3)[CH2:13][CH:12]([CH3:14])[N:11]([CH3:15])[C:10]2=N)[CH:6]=[CH:7][CH:8]=1.Cl.N([O-])=[O:25].[Na+].